From a dataset of Full USPTO retrosynthesis dataset with 1.9M reactions from patents (1976-2016). Predict the reactants needed to synthesize the given product. (1) Given the product [CH3:1][O:2][C:3]1[CH:4]=[C:5]([CH2:11][CH2:12][NH:13][C:27](=[O:28])[CH2:26][C:17]2[CH:18]=[CH:19][C:20]([O:24][CH3:25])=[C:21]([O:22][CH3:23])[C:16]=2[O:15][CH3:14])[CH:6]=[CH:7][C:8]=1[O:9][CH3:10], predict the reactants needed to synthesize it. The reactants are: [CH3:1][O:2][C:3]1[CH:4]=[C:5]([CH2:11][CH2:12][NH2:13])[CH:6]=[CH:7][C:8]=1[O:9][CH3:10].[CH3:14][O:15][C:16]1[C:21]([O:22][CH3:23])=[C:20]([O:24][CH3:25])[CH:19]=[CH:18][C:17]=1[CH2:26][C:27](O)=[O:28]. (2) Given the product [F:1][C:2]1[CH:34]=[C:33]([NH:35][S:36]([C:39]2[CH:44]=[CH:43][CH:42]=[CH:41][C:40]=2[OH:45])(=[O:38])=[O:37])[CH:32]=[C:31]([F:47])[C:3]=1[C:4]([NH:6][C@H:7]([C:28]([OH:30])=[O:29])[CH2:8][C:9]1[CH:14]=[CH:13][C:12]([N:15]2[C:20](=[O:21])[C:19]3[CH:22]=[CH:23][N:24]=[CH:25][C:18]=3[N:17]([CH3:26])[C:16]2=[O:27])=[CH:11][N:10]=1)=[O:5], predict the reactants needed to synthesize it. The reactants are: [F:1][C:2]1[CH:34]=[C:33]([NH:35][S:36]([C:39]2[CH:44]=[CH:43][CH:42]=[CH:41][C:40]=2[O:45]C)(=[O:38])=[O:37])[CH:32]=[C:31]([F:47])[C:3]=1[C:4]([NH:6][C@H:7]([C:28]([OH:30])=[O:29])[CH2:8][C:9]1[CH:14]=[CH:13][C:12]([N:15]2[C:20](=[O:21])[C:19]3[CH:22]=[CH:23][N:24]=[CH:25][C:18]=3[N:17]([CH3:26])[C:16]2=[O:27])=[CH:11][N:10]=1)=[O:5].ClCCl.B(Br)(Br)Br.ClCCl. (3) Given the product [OH:60][C:2]1[C:3]([C:24]#[N:25])=[CH:4][CH:5]=[C:6]2[C:14]=1[NH:13][C:12]1[C:11]([CH3:16])([CH3:15])[C:10]3[CH:17]=[C:18]([O:21][CH3:22])[CH:19]=[CH:20][C:9]=3[C:8](=[O:23])[C:7]2=1, predict the reactants needed to synthesize it. The reactants are: Br[C:2]1[C:3]([C:24]#[N:25])=[CH:4][CH:5]=[C:6]2[C:14]=1[NH:13][C:12]1[C:11]([CH3:16])([CH3:15])[C:10]3[CH:17]=[C:18]([O:21][CH3:22])[CH:19]=[CH:20][C:9]=3[C:8](=[O:23])[C:7]2=1.CC(C1C=C(C(C)C)C(C2C=CC=CC=2P(C2CCCCC2)C2CCCCC2)=C(C(C)C)C=1)C.[OH-:60].[Na+].C(Cl)(Cl)Cl.Cl. (4) Given the product [CH3:16][O:17][C:18](=[O:19])[C@H:20]([OH:22])[CH2:21][NH:1][C:2]1[CH:3]=[C:4]2[C:8](=[CH:9][CH:10]=1)[N:7]([CH:11]([CH2:13][CH3:14])[CH3:12])[C:6](=[O:15])[CH2:5]2, predict the reactants needed to synthesize it. The reactants are: [NH2:1][C:2]1[CH:3]=[C:4]2[C:8](=[CH:9][CH:10]=1)[N:7]([CH:11]([CH2:13][CH3:14])[CH3:12])[C:6](=[O:15])[CH2:5]2.[CH3:16][O:17][C:18]([C@@H:20]1[O:22][CH2:21]1)=[O:19].FC(F)(F)S([O-])(=O)=O.[Li+]. (5) Given the product [OH:21][C:9]1[CH:8]=[C:7]([CH:26]([CH3:28])[CH3:27])[CH:19]=[C:18]2[C:10]=1[C:11](=[O:20])[CH2:12][C:13]1([O:17]2)[CH2:16][CH2:15][CH2:14]1, predict the reactants needed to synthesize it. The reactants are: FC(F)(F)S(O[C:7]1[CH:19]=[C:18]2[C:10]([C:11](=[O:20])[CH2:12][C:13]3([O:17]2)[CH2:16][CH2:15][CH2:14]3)=[C:9]([OH:21])[CH:8]=1)(=O)=O.[Cl-].[Li+].[CH:26]([Zn]C(C)C)([CH3:28])[CH3:27].[Cl-].[NH4+].